Dataset: Retrosynthesis with 50K atom-mapped reactions and 10 reaction types from USPTO. Task: Predict the reactants needed to synthesize the given product. Given the product OCCCCCCCCCc1ccccc1, predict the reactants needed to synthesize it. The reactants are: CCOC(=O)CCCCCCCCc1ccccc1.